Task: Predict the reaction yield, written as a fraction of the theoretical maximum amount of product (1.0 means a 100% yield; for example, 0.34 means a 34% yield).. Dataset: Reaction yield outcomes from USPTO patents with 853,638 reactions The reactants are [S:1]([N:11]1[C:15]2=[N:16][CH:17]=[C:18]([CH2:20][NH:21][C:22]([C@@H:24]3[CH2:29][CH2:28][CH2:27][N:26]([C:30]([O:32][C:33]([CH3:36])([CH3:35])[CH3:34])=[O:31])[CH2:25]3)=S)[N:19]=[C:14]2[CH:13]=[CH:12]1)([C:4]1[CH:10]=[CH:9][C:7]([CH3:8])=[CH:6][CH:5]=1)(=[O:3])=[O:2]. The catalyst is O1CCOCC1.FC(F)(F)C([O-])=O.[Hg+2].FC(F)(F)C([O-])=O. The product is [S:1]([N:11]1[C:15]2[N:16]=[CH:17][C:18]3[N:19]([C:22]([C@@H:24]4[CH2:29][CH2:28][CH2:27][N:26]([C:30]([O:32][C:33]([CH3:36])([CH3:35])[CH3:34])=[O:31])[CH2:25]4)=[N:21][CH:20]=3)[C:14]=2[CH:13]=[CH:12]1)([C:4]1[CH:10]=[CH:9][C:7]([CH3:8])=[CH:6][CH:5]=1)(=[O:3])=[O:2]. The yield is 0.870.